This data is from Full USPTO retrosynthesis dataset with 1.9M reactions from patents (1976-2016). The task is: Predict the reactants needed to synthesize the given product. (1) Given the product [CH3:1][C:2]1[N:7]=[C:6]2[N:8]=[C:9]([N:11]3[CH:17]4[CH2:16][CH2:15][N:14]([CH2:19][CH2:18]4)[CH2:13][CH2:12]3)[O:10][C:5]2=[CH:4][C:3]=1[N+:20]([O-:22])=[O:21], predict the reactants needed to synthesize it. The reactants are: [CH3:1][C:2]1[N:7]=[C:6]2[N:8]=[C:9]([N:11]3[CH:17]4[CH2:18][CH2:19][N:14]([CH2:15][CH2:16]4)[CH2:13][CH2:12]3)[O:10][C:5]2=[CH:4][CH:3]=1.[N+:20]([O-])([OH:22])=[O:21].C([O-])(O)=O.[Na+].[OH-].[Na+]. (2) Given the product [NH3:3].[Cl:44][C:45]1[CH:46]=[C:47]([CH:51]=[CH:52][C:53]=1[OH:54])[C:48]([NH:8][CH2:9][CH2:10][C:11]1[CH:12]=[CH:13][C:14]([O:15][CH2:16][CH2:17][C:18]2[CH:23]=[CH:22][C:21]([OH:24])=[C:20]([C@@H:25]([C:35]3[CH:36]=[CH:37][CH:38]=[CH:39][CH:40]=3)[CH2:26][CH2:27][N:28]([CH:32]([CH3:33])[CH3:34])[CH:29]([CH3:31])[CH3:30])[CH:19]=2)=[CH:41][CH:42]=1)=[O:49], predict the reactants needed to synthesize it. The reactants are: C([N:3](CC)CC)C.[NH2:8][CH2:9][CH2:10][C:11]1[CH:42]=[CH:41][C:14]([O:15][CH2:16][CH2:17][C:18]2[CH:23]=[CH:22][C:21]([OH:24])=[C:20]([C@@H:25]([C:35]3[CH:40]=[CH:39][CH:38]=[CH:37][CH:36]=3)[CH2:26][CH2:27][N:28]([CH:32]([CH3:34])[CH3:33])[CH:29]([CH3:31])[CH3:30])[CH:19]=2)=[CH:13][CH:12]=1.O.[Cl:44][C:45]1[CH:46]=[C:47]([CH:51]=[CH:52][C:53]=1[OH:54])[C:48](O)=[O:49].ClC1C=C(C=CC=1O)C(O)=O.C1C=C2N=NN(O)C2=CC=1.O.Cl.CN(C)CCCN=C=NCC. (3) Given the product [F:54][C:55]1[CH:56]=[C:57]2[C:62](=[C:63]([N:65]3[CH2:66][CH2:67][N:68]([CH3:71])[CH2:69][CH2:70]3)[CH:64]=1)[O:61][CH:60]([C:72]([NH:74][C:75]1[CH:76]=[CH:77][C:78]([N:81]3[C:86](=[O:9])[CH2:85][NH:83][C:82]3=[O:88])=[CH:79][CH:80]=1)=[O:73])[CH2:59][CH2:58]2, predict the reactants needed to synthesize it. The reactants are: Cl.FC1C=C2C(=C(N3CCN(C)CC3)C=1)[O:9]C(C(O)=O)CC2.C(N(CC)C(C)C)(C)C.CN(C(ON1N=NC2C=CC=CC1=2)=[N+](C)C)C.[B-](F)(F)(F)F.[F:54][C:55]1[CH:56]=[C:57]2[C:62](=[C:63]([N:65]3[CH2:70][CH2:69][N:68]([CH3:71])[CH2:67][CH2:66]3)[CH:64]=1)[O:61][CH:60]([C:72]([NH:74][C:75]1[CH:80]=[CH:79][C:78]([N:81]3[CH2:86][CH2:85]C[N:83](C)[C:82]3=[O:88])=[CH:77][CH:76]=1)=[O:73])[CH2:59][CH2:58]2. (4) Given the product [F:11][C:10]([F:13])([F:12])[C:6]1[C:3]2[CH:4]=[C:15]([C:14]([O:18][CH3:19])=[O:17])[S:16][C:2]=2[CH:9]=[CH:8][CH:7]=1, predict the reactants needed to synthesize it. The reactants are: F[C:2]1[CH:9]=[CH:8][CH:7]=[C:6]([C:10]([F:13])([F:12])[F:11])[C:3]=1[CH:4]=O.[C:14]([O:18][CH3:19])(=[O:17])[CH2:15][SH:16].C(=O)([O-])[O-].[K+].[K+].CN(C=O)C. (5) Given the product [C:1]1([C:7]2[N:8]([N:18]=[C:19]([C:20](=[N:46][N:36]3[C:37]([C:40]4[CH:41]=[N:42][CH:43]=[CH:44][CH:45]=4)=[CH:38][CH:39]=[C:35]3[C:31]3[CH:30]=[N:29][CH:34]=[CH:33][CH:32]=3)[CH3:21])[CH3:23])[C:9]([C:12]3[CH:17]=[CH:16][CH:15]=[CH:14][CH:13]=3)=[CH:10][CH:11]=2)[CH:6]=[CH:5][CH:4]=[CH:3][CH:2]=1, predict the reactants needed to synthesize it. The reactants are: [C:1]1([C:7]2[N:8]([N:18]=[C:19]([CH3:23])[C:20](=O)[CH3:21])[C:9]([C:12]3[CH:17]=[CH:16][CH:15]=[CH:14][CH:13]=3)=[CH:10][CH:11]=2)[CH:6]=[CH:5][CH:4]=[CH:3][CH:2]=1.CN(C=O)C.[N:29]1[CH:34]=[CH:33][CH:32]=[C:31]([C:35]2[N:36]([NH2:46])[C:37]([C:40]3[CH:41]=[N:42][CH:43]=[CH:44][CH:45]=3)=[CH:38][CH:39]=2)[CH:30]=1.C1(C)C=CC(S(O)(=O)=O)=CC=1. (6) Given the product [CH3:18][C:19]1([C:24]2[CH:34]=[CH:33][C:27]([C:28]([O:30][CH2:31][CH3:32])=[O:29])=[CH:26][C:25]=2[NH:17][C:14]2[CH:13]=[CH:12][C:11]([O:10][CH2:9][CH2:8][O:7][CH:4]3[CH2:5][CH2:6][O:1][CH2:2][CH2:3]3)=[CH:16][CH:15]=2)[O:20][CH2:21][CH2:22][O:23]1, predict the reactants needed to synthesize it. The reactants are: [O:1]1[CH2:6][CH2:5][CH:4]([O:7][CH2:8][CH2:9][O:10][C:11]2[CH:16]=[CH:15][C:14]([NH2:17])=[CH:13][CH:12]=2)[CH2:3][CH2:2]1.[CH3:18][C:19]1([C:24]2[CH:34]=[CH:33][C:27]([C:28]([O:30][CH2:31][CH3:32])=[O:29])=[CH:26][C:25]=2OS(C(F)(F)F)(=O)=O)[O:23][CH2:22][CH2:21][O:20]1.